Dataset: M1 muscarinic receptor agonist screen with 61,833 compounds. Task: Binary Classification. Given a drug SMILES string, predict its activity (active/inactive) in a high-throughput screening assay against a specified biological target. (1) The result is 0 (inactive). The drug is FC(F)(F)c1cc(N2CCN(CC2)Cc2n(nnn2)CCOC)ccc1. (2) The molecule is S(c1n(c(nn1)Cc1n(ccc1)C)c1ccc(F)cc1)CC(=O)Nc1ccc(F)cc1. The result is 0 (inactive). (3) The compound is O1C(CCC(=O)Nc2nccc(c2)C)COc2c1cccc2. The result is 0 (inactive).